From a dataset of Peptide-MHC class I binding affinity with 185,985 pairs from IEDB/IMGT. Regression. Given a peptide amino acid sequence and an MHC pseudo amino acid sequence, predict their binding affinity value. This is MHC class I binding data. (1) The peptide sequence is ALILRGSV. The MHC is H-2-Kb with pseudo-sequence H-2-Kb. The binding affinity (normalized) is 0.0735. (2) The peptide sequence is LQAMHGFPL. The MHC is BoLA-HD6 with pseudo-sequence BoLA-HD6. The binding affinity (normalized) is 0.787.